This data is from Catalyst prediction with 721,799 reactions and 888 catalyst types from USPTO. The task is: Predict which catalyst facilitates the given reaction. (1) Reactant: [N:1]12[CH2:8][CH2:7][CH:4]([CH2:5][CH2:6]1)[C:3](=[O:9])[CH2:2]2.CC(C)([O-])C.[K+].CC(O)C. Product: [N:1]12[CH2:8][CH2:7][CH:4]([CH2:5][CH2:6]1)[C@@H:3]([OH:9])[CH2:2]2. The catalyst class is: 41. (2) Reactant: C(OC([NH:8][N:9]=[C:10]1[CH2:15][CH2:14][O:13][CH2:12][CH2:11]1)=O)(C)(C)C.C([BH3-])#N.[Na+].[ClH:20]. Product: [ClH:20].[O:13]1[CH2:14][CH2:15][CH:10]([NH:9][NH2:8])[CH2:11][CH2:12]1. The catalyst class is: 83. (3) Reactant: CC1C=CC(S(O[CH2:12][CH2:13][CH2:14][CH2:15][C:16]2[C:24]3[C:19](=[CH:20][CH:21]=[C:22]([C:25]#[N:26])[CH:23]=3)[NH:18][CH:17]=2)(=O)=O)=CC=1.[N:27]1([C:33]2[N:38]=[C:37]([C:39]#[N:40])[CH:36]=[CH:35][N:34]=2)[CH2:32][CH2:31][NH:30][CH2:29][CH2:28]1.C(=O)([O-])[O-].[K+].[K+].[I-].[K+]. Product: [C:39]([C:37]1[CH:36]=[CH:35][N:34]=[C:33]([N:27]2[CH2:28][CH2:29][N:30]([CH2:12][CH2:13][CH2:14][CH2:15][C:16]3[C:24]4[C:19](=[CH:20][CH:21]=[C:22]([C:25]#[N:26])[CH:23]=4)[NH:18][CH:17]=3)[CH2:31][CH2:32]2)[N:38]=1)#[N:40]. The catalyst class is: 10.